From a dataset of NCI-60 drug combinations with 297,098 pairs across 59 cell lines. Regression. Given two drug SMILES strings and cell line genomic features, predict the synergy score measuring deviation from expected non-interaction effect. (1) Drug 1: C1CCC(C1)C(CC#N)N2C=C(C=N2)C3=C4C=CNC4=NC=N3. Drug 2: CC1C(C(CC(O1)OC2CC(CC3=C2C(=C4C(=C3O)C(=O)C5=C(C4=O)C(=CC=C5)OC)O)(C(=O)C)O)N)O.Cl. Cell line: DU-145. Synergy scores: CSS=31.5, Synergy_ZIP=19.6, Synergy_Bliss=22.5, Synergy_Loewe=17.4, Synergy_HSA=23.2. (2) Drug 1: CC=C1C(=O)NC(C(=O)OC2CC(=O)NC(C(=O)NC(CSSCCC=C2)C(=O)N1)C(C)C)C(C)C. Drug 2: CCC1(C2=C(COC1=O)C(=O)N3CC4=CC5=C(C=CC(=C5CN(C)C)O)N=C4C3=C2)O.Cl. Cell line: NCI-H460. Synergy scores: CSS=46.2, Synergy_ZIP=2.94, Synergy_Bliss=3.06, Synergy_Loewe=0.321, Synergy_HSA=3.12. (3) Cell line: KM12. Synergy scores: CSS=11.4, Synergy_ZIP=-11.1, Synergy_Bliss=-16.9, Synergy_Loewe=-26.4, Synergy_HSA=-13.5. Drug 1: C1=CC(=CC=C1CCCC(=O)O)N(CCCl)CCCl. Drug 2: C1=NC2=C(N1)C(=S)N=CN2. (4) Synergy scores: CSS=1.38, Synergy_ZIP=-1.57, Synergy_Bliss=-2.50, Synergy_Loewe=-1.97, Synergy_HSA=-1.35. Drug 2: CN1C2=C(C=C(C=C2)N(CCCl)CCCl)N=C1CCCC(=O)O.Cl. Drug 1: CN1C(=O)N2C=NC(=C2N=N1)C(=O)N. Cell line: OVCAR-8. (5) Drug 1: CC1=C(C(CCC1)(C)C)C=CC(=CC=CC(=CC(=O)O)C)C. Drug 2: C1CC(=O)NC(=O)C1N2C(=O)C3=CC=CC=C3C2=O. Cell line: OVCAR-5. Synergy scores: CSS=-0.568, Synergy_ZIP=0.0227, Synergy_Bliss=-1.03, Synergy_Loewe=-0.717, Synergy_HSA=-1.30. (6) Drug 1: CC1=C(N=C(N=C1N)C(CC(=O)N)NCC(C(=O)N)N)C(=O)NC(C(C2=CN=CN2)OC3C(C(C(C(O3)CO)O)O)OC4C(C(C(C(O4)CO)O)OC(=O)N)O)C(=O)NC(C)C(C(C)C(=O)NC(C(C)O)C(=O)NCCC5=NC(=CS5)C6=NC(=CS6)C(=O)NCCC[S+](C)C)O. Drug 2: CC(C)CN1C=NC2=C1C3=CC=CC=C3N=C2N. Cell line: MALME-3M. Synergy scores: CSS=11.5, Synergy_ZIP=-3.39, Synergy_Bliss=-1.86, Synergy_Loewe=-3.24, Synergy_HSA=-2.77. (7) Drug 1: CN1CCC(CC1)COC2=C(C=C3C(=C2)N=CN=C3NC4=C(C=C(C=C4)Br)F)OC. Drug 2: CC(C)NC(=O)C1=CC=C(C=C1)CNNC.Cl. Cell line: 786-0. Synergy scores: CSS=-0.239, Synergy_ZIP=-1.56, Synergy_Bliss=-2.93, Synergy_Loewe=-10.5, Synergy_HSA=-4.15. (8) Drug 1: CN1CCC(CC1)COC2=C(C=C3C(=C2)N=CN=C3NC4=C(C=C(C=C4)Br)F)OC. Drug 2: CC=C1C(=O)NC(C(=O)OC2CC(=O)NC(C(=O)NC(CSSCCC=C2)C(=O)N1)C(C)C)C(C)C. Cell line: SF-539. Synergy scores: CSS=40.9, Synergy_ZIP=-9.34, Synergy_Bliss=-16.2, Synergy_Loewe=-41.8, Synergy_HSA=-14.8. (9) Drug 1: CCC(=C(C1=CC=CC=C1)C2=CC=C(C=C2)OCCN(C)C)C3=CC=CC=C3.C(C(=O)O)C(CC(=O)O)(C(=O)O)O. Drug 2: C1CC(=O)NC(=O)C1N2C(=O)C3=CC=CC=C3C2=O. Cell line: 786-0. Synergy scores: CSS=2.14, Synergy_ZIP=-1.10, Synergy_Bliss=2.94, Synergy_Loewe=-0.592, Synergy_HSA=1.17. (10) Drug 1: C1=C(C(=O)NC(=O)N1)F. Drug 2: CC1=C2C(C(=O)C3(C(CC4C(C3C(C(C2(C)C)(CC1OC(=O)C(C(C5=CC=CC=C5)NC(=O)OC(C)(C)C)O)O)OC(=O)C6=CC=CC=C6)(CO4)OC(=O)C)O)C)O. Cell line: EKVX. Synergy scores: CSS=42.3, Synergy_ZIP=-5.43, Synergy_Bliss=-4.31, Synergy_Loewe=-1.41, Synergy_HSA=-0.158.